From a dataset of Forward reaction prediction with 1.9M reactions from USPTO patents (1976-2016). Predict the product of the given reaction. (1) Given the reactants C[O:2][C:3](=[O:12])[C:4]1[CH:9]=[CH:8][C:7](Br)=[CH:6][C:5]=1[Cl:11].[CH2:13]([Sn](CCCC)(CCCC)C=C)[CH2:14]CC, predict the reaction product. The product is: [Cl:11][C:5]1[CH:6]=[C:7]([CH:13]=[CH2:14])[CH:8]=[CH:9][C:4]=1[C:3]([OH:2])=[O:12]. (2) The product is: [F:24][C:13]1[C:14]([NH:16][C:17]2[CH:22]=[CH:21][C:20]([CH3:23])=[CH:19][N:18]=2)=[N:15][C:10]([NH:5][C:4]2[CH:6]=[CH:7][CH:8]=[C:2]([OH:1])[CH:3]=2)=[N:11][CH:12]=1. Given the reactants [OH:1][C:2]1[CH:3]=[C:4]([CH:6]=[CH:7][CH:8]=1)[NH2:5].Cl[C:10]1[N:15]=[C:14]([NH:16][C:17]2[CH:22]=[CH:21][C:20]([CH3:23])=[CH:19][N:18]=2)[C:13]([F:24])=[CH:12][N:11]=1, predict the reaction product. (3) Given the reactants O[C:2]1[CH:7]=[CH:6][C:5]([CH:8]2[CH2:13][CH2:12][C:11](=[O:14])[CH2:10][CH2:9]2)=[CH:4][CH:3]=1.[NH:15]1[CH2:18][CH:17]([NH:19][C:20]([CH2:22][NH:23][C:24](=[O:35])[C:25]2[CH:30]=[CH:29][CH:28]=[C:27]([C:31]([F:34])([F:33])[F:32])[CH:26]=2)=[O:21])[CH2:16]1, predict the reaction product. The product is: [OH:14][C:11]1[CH:12]=[CH:13][C:8]([CH:5]2[CH2:6][CH2:7][CH:2]([N:15]3[CH2:18][CH:17]([NH:19][C:20]([CH2:22][NH:23][C:24](=[O:35])[C:25]4[CH:30]=[CH:29][CH:28]=[C:27]([C:31]([F:34])([F:32])[F:33])[CH:26]=4)=[O:21])[CH2:16]3)[CH2:3][CH2:4]2)=[CH:9][CH:10]=1.